The task is: Predict the reactants needed to synthesize the given product.. This data is from Full USPTO retrosynthesis dataset with 1.9M reactions from patents (1976-2016). (1) Given the product [S:1]1[CH:5]=[CH:4][N:3]=[C:2]1[CH:6]=[N:8][C:9]1[CH:14]=[CH:13][C:12]([NH:15][C:16]([C:18]2[C:19]([C:24]3[CH:29]=[CH:28][C:27]([C:30]([F:31])([F:32])[F:33])=[CH:26][CH:25]=3)=[CH:20][CH:21]=[CH:22][CH:23]=2)=[O:17])=[CH:11][CH:10]=1, predict the reactants needed to synthesize it. The reactants are: [S:1]1[CH:5]=[CH:4][N:3]=[C:2]1[CH:6]=O.[NH2:8][C:9]1[CH:14]=[CH:13][C:12]([NH:15][C:16]([C:18]2[C:19]([C:24]3[CH:29]=[CH:28][C:27]([C:30]([F:33])([F:32])[F:31])=[CH:26][CH:25]=3)=[CH:20][CH:21]=[CH:22][CH:23]=2)=[O:17])=[CH:11][CH:10]=1.S([O-])([O-])(=O)=O.[Mg+2]. (2) Given the product [NH2:1][C:2]1[CH:3]([C:17]([O:19][CH3:20])=[O:18])[N:4]([CH3:16])[C:5]([C:8]2[CH:13]=[CH:12][CH:11]=[C:10]([CH2:14][Cl:29])[CH:9]=2)=[CH:6][N:7]=1, predict the reactants needed to synthesize it. The reactants are: [NH2:1][C:2]1[CH:3]([C:17]([O:19][CH3:20])=[O:18])[N:4]([CH3:16])[C:5]([C:8]2[CH:13]=[CH:12][CH:11]=[C:10]([CH2:14]O)[CH:9]=2)=[CH:6][N:7]=1.N1C=CC=CC=1.S(Cl)([Cl:29])=O. (3) Given the product [F:18][C:19]1[CH:33]=[CH:32][C:22]2[C:23]([CH:26]3[CH2:27][CH2:28][N:29]([CH2:2][CH2:3][C:4]4[C:9](=[O:10])[N:8]5[CH2:11][CH2:12][CH2:13][CH:14]([OH:15])[C:7]5=[N:6][C:5]=4[CH3:16])[CH2:30][CH2:31]3)=[N:24][O:25][C:21]=2[CH:20]=1, predict the reactants needed to synthesize it. The reactants are: Cl[CH2:2][CH2:3][C:4]1[C:9](=[O:10])[N:8]2[CH2:11][CH2:12][CH2:13][CH:14]([OH:15])[C:7]2=[N:6][C:5]=1[CH3:16].Cl.[F:18][C:19]1[CH:33]=[CH:32][C:22]2[C:23]([CH:26]3[CH2:31][CH2:30][NH:29][CH2:28][CH2:27]3)=[N:24][O:25][C:21]=2[CH:20]=1.C(NC(C)C)(C)C. (4) Given the product [CH3:10][O:11][CH2:12][C:1]1([C:5]([O:7][CH3:8])=[O:6])[CH2:4][CH2:3][CH2:2]1, predict the reactants needed to synthesize it. The reactants are: [CH:1]1([C:5]([O:7][CH3:8])=[O:6])[CH2:4][CH2:3][CH2:2]1.[Li].[CH3:10][O:11][CH2:12]Cl.